This data is from Reaction yield outcomes from USPTO patents with 853,638 reactions. The task is: Predict the reaction yield, written as a fraction of the theoretical maximum amount of product (1.0 means a 100% yield; for example, 0.34 means a 34% yield). (1) The reactants are Br[C:2]1[CH:7]=[CH:6][N:5]=[C:4]([C:8]([NH:10][C:11]2[CH:16]=[CH:15][CH:14]=[C:13]([C:17]3[N:21]([CH:22]4[CH2:24][CH2:23]4)[CH:20]=[N:19][N:18]=3)[CH:12]=2)=[O:9])[CH:3]=1.[N:25]1[CH:30]=[CH:29][CH:28]=[C:27](B(O)O)[CH:26]=1.C(=O)([O-])[O-].[K+].[K+]. The catalyst is C1(C)C=CC=CC=1. The product is [CH:22]1([N:21]2[CH:20]=[N:19][N:18]=[C:17]2[C:13]2[CH:12]=[C:11]([NH:10][C:8]([C:4]3[CH:3]=[C:2]([C:27]4[CH:26]=[N:25][CH:30]=[CH:29][CH:28]=4)[CH:7]=[CH:6][N:5]=3)=[O:9])[CH:16]=[CH:15][CH:14]=2)[CH2:24][CH2:23]1. The yield is 0.480. (2) The reactants are [C:1]([O:4][CH2:5][CH2:6][CH2:7][CH2:8][CH2:9][CH2:10][O:11][CH2:12][CH2:13][C:14]#[C:15][C:16]1[CH:21]=[CH:20][C:19]([N:22]([CH3:29])[C:23](=[O:28])[C:24]([F:27])([F:26])[F:25])=[CH:18][CH:17]=1)(=[O:3])[CH3:2].[H][H]. The catalyst is CO.[Pd]. The product is [C:1]([O:4][CH2:5][CH2:6][CH2:7][CH2:8][CH2:9][CH2:10][O:11][CH2:12][CH2:13][CH2:14][CH2:15][C:16]1[CH:17]=[CH:18][C:19]([N:22]([CH3:29])[C:23](=[O:28])[C:24]([F:26])([F:25])[F:27])=[CH:20][CH:21]=1)(=[O:3])[CH3:2]. The yield is 1.00. (3) The reactants are [NH2:1][C:2]1[CH:3]=[C:4]([OH:9])[CH:5]=[CH:6][C:7]=1[F:8].Cl[C:11]1[CH:16]=[CH:15][N:14]=[C:13]([NH2:17])[N:12]=1. No catalyst specified. The product is [NH2:1][C:2]1[CH:3]=[C:4]([CH:5]=[CH:6][C:7]=1[F:8])[O:9][C:11]1[CH:16]=[CH:15][N:14]=[C:13]([NH2:17])[N:12]=1. The yield is 0.590. (4) The reactants are [CH3:1][C:2]1([CH3:15])[CH2:14][C:5]2[NH:6][C:7]([C:9]([O:11][CH2:12][CH3:13])=[O:10])=[CH:8][C:4]=2[CH2:3]1.[H-].[Na+].Br[CH2:19][C:20]#[N:21].O. The catalyst is CN(C=O)C.C(OCC)(=O)C. The product is [C:20]([CH2:19][N:6]1[C:7]([C:9]([O:11][CH2:12][CH3:13])=[O:10])=[CH:8][C:4]2[CH2:3][C:2]([CH3:1])([CH3:15])[CH2:14][C:5]1=2)#[N:21]. The yield is 0.950. (5) No catalyst specified. The product is [Cl:23][C:24]1[CH:25]=[CH:26][C:27]([C:30]2[CH:35]=[CH:34][N:33]([C:2]3[CH:10]=[C:9]4[C:5]([C:6]5[CH2:15][CH2:14][N:13]([C:16]([O:18][C:19]([CH3:22])([CH3:21])[CH3:20])=[O:17])[CH2:12][C:7]=5[N:8]4[CH3:11])=[CH:4][CH:3]=3)[C:32](=[O:36])[CH:31]=2)=[N:28][CH:29]=1. The reactants are Br[C:2]1[CH:10]=[C:9]2[C:5]([C:6]3[CH2:15][CH2:14][N:13]([C:16]([O:18][C:19]([CH3:22])([CH3:21])[CH3:20])=[O:17])[CH2:12][C:7]=3[N:8]2[CH3:11])=[CH:4][CH:3]=1.[Cl:23][C:24]1[CH:25]=[CH:26][C:27]([C:30]2[CH:35]=[CH:34][NH:33][C:32](=[O:36])[CH:31]=2)=[N:28][CH:29]=1. The yield is 0.470. (6) The reactants are [C:1]([O:5][C:6]([N:8]1[C:16]2[C:11](=[CH:12][C:13]([N:17]3[CH2:22][CH2:21][N:20]([CH2:23][CH2:24][OH:25])[CH2:19][CH2:18]3)=[CH:14][CH:15]=2)[CH:10]=[CH:9]1)=[O:7])([CH3:4])([CH3:3])[CH3:2].C(Cl)(=O)C([Cl:29])=O.CS(C)=O.CCN(CC)CC. The catalyst is C(Cl)Cl. The product is [Cl:29][C:12]1[C:13]([N:17]2[CH2:22][CH2:21][N:20]([CH2:23][CH:24]=[O:25])[CH2:19][CH2:18]2)=[CH:14][CH:15]=[C:16]2[C:11]=1[CH:10]=[CH:9][N:8]2[C:6]([O:5][C:1]([CH3:4])([CH3:3])[CH3:2])=[O:7]. The yield is 0.830.